Dataset: Catalyst prediction with 721,799 reactions and 888 catalyst types from USPTO. Task: Predict which catalyst facilitates the given reaction. (1) The catalyst class is: 36. Product: [NH2:9][CH:8]([C:12]1[S:11][CH:15]=[CH:14][CH:13]=1)[C:3]1([N:2]([CH3:10])[CH3:1])[CH2:7][CH2:6][CH2:5][CH2:4]1. Reactant: [CH3:1][N:2]([CH3:10])[C:3]1([C:8]#[N:9])[CH2:7][CH2:6][CH2:5][CH2:4]1.[S:11]1[CH:15]=[CH:14][CH:13]=[C:12]1[Li].[BH4-].[Na+].C(=O)([O-])O.[Na+]. (2) Reactant: [C:1]12([C:11]3[C:12]([OH:32])=[CH:13][C:14]([OH:31])=[C:15]([CH:30]=3)[C:16]([NH:18][CH2:19][C:20]3[CH:25]=[C:24]([O:26]C)[CH:23]=[CH:22][C:21]=3[O:28]C)=[O:17])[CH2:10][CH:5]3[CH2:6][CH:7]([CH2:9][CH:3]([CH2:4]3)[CH2:2]1)[CH2:8]2.B(Br)(Br)Br.CO. Product: [C:1]12([C:11]3[C:12]([OH:32])=[CH:13][C:14]([OH:31])=[C:15]([CH:30]=3)[C:16]([NH:18][CH2:19][C:20]3[CH:25]=[C:24]([OH:26])[CH:23]=[CH:22][C:21]=3[OH:28])=[O:17])[CH2:10][CH:5]3[CH2:4][CH:3]([CH2:9][CH:7]([CH2:6]3)[CH2:8]1)[CH2:2]2. The catalyst class is: 4. (3) Reactant: [Cl-].[Al+3].[Cl-].[Cl-].[C:5](OC(=O)C)(=[O:7])[CH3:6].[CH3:12][O:13][C:14]([C:16]1[CH:17]=[C:18]2[C:22](=[CH:23][CH:24]=1)[N:21]([S:25]([C:28]1[CH:33]=[CH:32][CH:31]=[CH:30][CH:29]=1)(=[O:27])=[O:26])[CH:20]=[CH:19]2)=[O:15]. Product: [CH3:12][O:13][C:14]([C:16]1[CH:17]=[C:18]2[C:22](=[CH:23][CH:24]=1)[N:21]([S:25]([C:28]1[CH:33]=[CH:32][CH:31]=[CH:30][CH:29]=1)(=[O:26])=[O:27])[CH:20]=[C:19]2[C:5](=[O:7])[CH3:6])=[O:15]. The catalyst class is: 68. (4) Reactant: C([N:8]1[CH2:12][C@@H:11]([C:13]([N:15]2[CH2:19][C@@H:18]([N:20]([C@H:28]3[CH2:33][CH2:32][C@@H:31]([CH3:34])[CH2:30][CH2:29]3)[C:21]([C@@H:23]3[CH2:27][CH2:26][CH2:25][O:24]3)=[O:22])[CH2:17][C@H:16]2[C:35]([N:37]2[CH2:42][CH2:41][N:40]([CH3:43])[CH2:39][CH2:38]2)=[O:36])=[O:14])[C@H:10]([C:44]2[CH:49]=[CH:48][C:47]([Cl:50])=[CH:46][CH:45]=2)[CH2:9]1)(OC(C)(C)C)=O.Cl. Product: [Cl:50][C:47]1[CH:46]=[CH:45][C:44]([C@@H:10]2[CH2:9][NH:8][CH2:12][C@H:11]2[C:13]([N:15]2[C@@H:16]([C:35]([N:37]3[CH2:38][CH2:39][N:40]([CH3:43])[CH2:41][CH2:42]3)=[O:36])[CH2:17][C@H:18]([N:20]([C@H:28]3[CH2:33][CH2:32][C@@H:31]([CH3:34])[CH2:30][CH2:29]3)[C:21]([C@@H:23]3[CH2:27][CH2:26][CH2:25][O:24]3)=[O:22])[CH2:19]2)=[O:14])=[CH:49][CH:48]=1. The catalyst class is: 2. (5) Reactant: [F:1][C:2]1[C:7]2[CH2:8][CH2:9][C:10]3[CH:15]=[CH:14][N:13]=[CH:12][C:11]=3[CH:16]([N:17]=[C:18]=[S:19])[C:6]=2[CH:5]=[CH:4][CH:3]=1.[Cl:20][C:21]1[CH:22]=[C:23]([C:29]([NH:31][C:32]2[C:33]([O:38][CH3:39])=[N:34][CH:35]=[CH:36][CH:37]=2)=[O:30])[CH:24]=[N:25][C:26]=1[NH:27][NH2:28].O. Product: [Cl:20][C:21]1[CH:22]=[C:23]([C:29]([NH:31][C:32]2[C:33]([O:38][CH3:39])=[N:34][CH:35]=[CH:36][CH:37]=2)=[O:30])[CH:24]=[N:25][C:26]=1[NH:27][NH:28][C:18]([NH:17][CH:16]1[C:11]2[CH:12]=[N:13][CH:14]=[CH:15][C:10]=2[CH2:9][CH2:8][C:7]2[C:2]([F:1])=[CH:3][CH:4]=[CH:5][C:6]1=2)=[S:19]. The catalyst class is: 44. (6) Reactant: O[C:2]1[CH:11]=[C:10]2[C:5]([C:6](OC3C=C4C(=CC=3)NC=C4)=[N:7][CH:8]=[N:9]2)=[CH:4][C:3]=1OC.C1(P(C2C=CC=CC=2)C2C=CC=CC=2)C=CC=CC=1.OCCN1CCOCC1.N(C(OCC)=O)=NC(OCC)=O. Product: [N:9]1[C:10]2[C:5](=[CH:4][CH:3]=[CH:2][CH:11]=2)[CH:6]=[N:7][CH:8]=1. The catalyst class is: 2. (7) The catalyst class is: 31. Reactant: C[Si](C)(C)[C:3]#[C:4][C:5]1[CH:6]=[C:7]([OH:11])[CH:8]=[CH:9][CH:10]=1.[N:14]([C:17]1[CH:18]=[C:19]([OH:23])[CH:20]=[CH:21][CH:22]=1)=[N+:15]=[N-:16].N1C=CC=CC=1C1C=CC=CN=1. Product: [OH:23][C:19]1[CH:18]=[C:17]([N:14]2[CH:3]=[C:4]([C:5]3[CH:10]=[CH:9][CH:8]=[C:7]([OH:11])[CH:6]=3)[N:16]=[N:15]2)[CH:22]=[CH:21][CH:20]=1. (8) Reactant: [Cl:1][C:2]1[CH:7]=[CH:6][C:5]([C@H:8]([C:21](=[O:43])[N:22]2[CH2:27][CH2:26][N:25]([C:28]3[C:33]([C:34]4[CH:39]=[CH:38][CH:37]=[CH:36][CH:35]=4)=[CH:32][N:31]=[C:30]4[NH:40][CH:41]=[CH:42][C:29]=34)[CH2:24][CH2:23]2)[CH2:9][N:10]([CH:18]([CH3:20])[CH3:19])C(=O)OC(C)(C)C)=[CH:4][CH:3]=1.C(O)(C(F)(F)F)=O.C1(N)C(F)=C(F)C(F)=C(N)C=1F.Cl.Cl. Product: [Cl:1][C:2]1[CH:7]=[CH:6][C:5]([C@@H:8]([CH2:9][NH:10][CH:18]([CH3:20])[CH3:19])[C:21]([N:22]2[CH2:23][CH2:24][N:25]([C:28]3[C:33]([C:34]4[CH:39]=[CH:38][CH:37]=[CH:36][CH:35]=4)=[CH:32][N:31]=[C:30]4[NH:40][CH:41]=[CH:42][C:29]=34)[CH2:26][CH2:27]2)=[O:43])=[CH:4][CH:3]=1. The catalyst class is: 2.